From a dataset of Forward reaction prediction with 1.9M reactions from USPTO patents (1976-2016). Predict the product of the given reaction. (1) Given the reactants CON(C)[C:4]([C:6]1[N:7]=[CH:8][N:9]([C:11]2[CH:16]=[CH:15][CH:14]=[C:13]([C:17]3[C:18]([F:23])=[N:19][CH:20]=[CH:21][CH:22]=3)[CH:12]=2)[CH:10]=1)=[O:5].Br[C:26]1[CH:27]=[C:28]([O:32][CH3:33])[CH:29]=[CH:30][CH:31]=1, predict the reaction product. The product is: [F:23][C:18]1[C:17]([C:13]2[CH:12]=[C:11]([N:9]3[CH:10]=[C:6]([C:4]([C:26]4[CH:31]=[CH:30][CH:29]=[C:28]([O:32][CH3:33])[CH:27]=4)=[O:5])[N:7]=[CH:8]3)[CH:16]=[CH:15][CH:14]=2)=[CH:22][CH:21]=[CH:20][N:19]=1. (2) Given the reactants Br.Br[CH2:3][C:4]([C:6]1[CH:11]=[N:10][CH:9]=[CH:8][N:7]=1)=[O:5].[CH3:12][NH2:13].[CH3:14][C:15]([O:18][C:19]([O:21]C(OC(C)(C)C)=O)=O)([CH3:17])[CH3:16], predict the reaction product. The product is: [N:7]1[CH:8]=[CH:9][N:10]=[CH:11][C:6]=1[C:4](=[O:5])[CH2:3][N:13]([CH3:12])[C:19](=[O:21])[O:18][C:15]([CH3:17])([CH3:16])[CH3:14]. (3) Given the reactants C([O:3][C:4](=O)[C:5]([CH3:23])=[CH:6][CH2:7][C:8]1[C:17]([CH3:18])=[C:16]([O:19][CH3:20])[C:15]2[C:10](=[CH:11][CH:12]=[CH:13][CH:14]=2)[C:9]=1[O:21][CH3:22])C.CC(C[AlH]CC(C)C)C.CCOC(C)=O, predict the reaction product. The product is: [CH3:22][O:21][C:9]1[C:10]2[C:15](=[CH:14][CH:13]=[CH:12][CH:11]=2)[C:16]([O:19][CH3:20])=[C:17]([CH3:18])[C:8]=1[CH2:7][CH:6]=[C:5]([CH3:23])[CH2:4][OH:3]. (4) Given the reactants [CH2:1]([C:13]1[CH:14]=[C:15]([CH:20]=[CH:21][CH:22]=1)[C:16]([NH:18][NH2:19])=[O:17])[CH2:2][CH2:3][CH2:4][CH2:5][CH2:6][CH2:7][CH2:8][CH2:9][CH2:10][CH2:11][CH3:12].[C:23]([CH:25]([C:28]([OH:30])=O)[CH2:26][CH3:27])#[N:24], predict the reaction product. The product is: [C:23]([C:25]1([C:28]([NH:19][NH:18][C:16](=[O:17])[C:15]2[CH:20]=[CH:21][CH:22]=[C:13]([CH2:1][CH2:2][CH2:3][CH2:4][CH2:5][CH2:6][CH2:7][CH2:8][CH2:9][CH2:10][CH2:11][CH3:12])[CH:14]=2)=[O:30])[CH2:26][CH2:27]1)#[N:24]. (5) Given the reactants [CH3:1][NH:2][CH3:3].O.F[C:6]1[CH:11]=[CH:10][C:9]([C:12]([N:14]2[CH2:19][CH2:18][CH:17]([C:20]3[CH:25]=[CH:24][C:23]([C:26]4[CH:27]=[N:28][N:29]([CH3:31])[CH:30]=4)=[CH:22][CH:21]=3)[CH2:16][CH2:15]2)=[O:13])=[CH:8][C:7]=1[N+:32]([O-:34])=[O:33], predict the reaction product. The product is: [CH3:1][N:2]([CH3:3])[C:6]1[CH:11]=[CH:10][C:9]([C:12]([N:14]2[CH2:19][CH2:18][CH:17]([C:20]3[CH:25]=[CH:24][C:23]([C:26]4[CH:27]=[N:28][N:29]([CH3:31])[CH:30]=4)=[CH:22][CH:21]=3)[CH2:16][CH2:15]2)=[O:13])=[CH:8][C:7]=1[N+:32]([O-:34])=[O:33].